This data is from Forward reaction prediction with 1.9M reactions from USPTO patents (1976-2016). The task is: Predict the product of the given reaction. Given the reactants [Cl:1][C:2]1[CH:7]=[CH:6][C:5](B2OC(C)(C)C(C)(C)O2)=[CH:4][C:3]=1[O:17][CH3:18].Cl[C:20]1[CH:21]=[C:22]([CH2:26][N:27]2[CH:31]=[CH:30][N:29]=[C:28]2[CH3:32])[N:23]=[N:24][CH:25]=1, predict the reaction product. The product is: [ClH:1].[Cl:1][C:2]1[CH:7]=[CH:6][C:5]([C:20]2[CH:21]=[C:22]([CH2:26][N:27]3[CH:31]=[CH:30][N:29]=[C:28]3[CH3:32])[N:23]=[N:24][CH:25]=2)=[CH:4][C:3]=1[O:17][CH3:18].